From a dataset of Reaction yield outcomes from USPTO patents with 853,638 reactions. Predict the reaction yield, written as a fraction of the theoretical maximum amount of product (1.0 means a 100% yield; for example, 0.34 means a 34% yield). The reactants are [N:1]([C:4]1[CH:5]=[C:6]2[C:11](=[O:12])[N:10]3[CH2:13][CH2:14][N:15]([C:16]([C:18]4[C:19]([CH3:23])=[N:20][O:21][CH:22]=4)=[O:17])[C:9]3([C:24]3[CH:29]=[CH:28][C:27]([O:30][CH3:31])=[CH:26][CH:25]=3)[CH2:8][N:7]2[CH:32]=1)=[N+:2]=[N-:3].[C:33]([Si:35]([CH3:38])([CH3:37])[CH3:36])#[CH:34].C(N(C(C)C)C(C)C)C.[NH4+].[Cl-].N. The catalyst is CN(C=O)C.[Cu](I)I. The product is [CH3:31][O:30][C:27]1[CH:28]=[CH:29][C:24]([C:9]23[N:15]([C:16]([C:18]4[C:19]([CH3:23])=[N:20][O:21][CH:22]=4)=[O:17])[CH2:14][CH2:13][N:10]2[C:11](=[O:12])[C:6]2[N:7]([CH:32]=[C:4]([N:1]4[CH:34]=[C:33]([Si:35]([CH3:38])([CH3:37])[CH3:36])[N:3]=[N:2]4)[CH:5]=2)[CH2:8]3)=[CH:25][CH:26]=1. The yield is 0.230.